Dataset: Full USPTO retrosynthesis dataset with 1.9M reactions from patents (1976-2016). Task: Predict the reactants needed to synthesize the given product. (1) Given the product [CH3:10][O:11][C:2]1[N:9]=[CH:8][CH:7]=[CH:6][C:3]=1[C:4]#[N:5], predict the reactants needed to synthesize it. The reactants are: Cl[C:2]1[N:9]=[CH:8][CH:7]=[CH:6][C:3]=1[C:4]#[N:5].[CH3:10][O:11][Na]. (2) Given the product [Cl:1][C:2]1[CH:3]=[CH:4][C:5]([CH:8]([O:29][C:35]2[CH:36]=[CH:37][C:32]([C:31]([F:40])([F:39])[F:30])=[CH:33][CH:34]=2)[CH2:9][CH2:10][N:11]2[CH2:16][CH2:15][CH:14]([C:17]3[CH:18]=[C:19]([NH:23][C:24](=[O:28])[CH:25]([CH3:26])[CH3:27])[CH:20]=[CH:21][CH:22]=3)[CH2:13][CH2:12]2)=[CH:6][CH:7]=1, predict the reactants needed to synthesize it. The reactants are: [Cl:1][C:2]1[CH:7]=[CH:6][C:5]([CH:8]([OH:29])[CH2:9][CH2:10][N:11]2[CH2:16][CH2:15][CH:14]([C:17]3[CH:18]=[C:19]([NH:23][C:24](=[O:28])[CH:25]([CH3:27])[CH3:26])[CH:20]=[CH:21][CH:22]=3)[CH2:13][CH2:12]2)=[CH:4][CH:3]=1.[F:30][C:31]([F:40])([F:39])[C:32]1[CH:37]=[CH:36][C:35](O)=[CH:34][CH:33]=1.